This data is from Peptide-MHC class II binding affinity with 134,281 pairs from IEDB. The task is: Regression. Given a peptide amino acid sequence and an MHC pseudo amino acid sequence, predict their binding affinity value. This is MHC class II binding data. (1) The peptide sequence is YVDRFYKTLRAEQASQEV. The MHC is HLA-DPA10201-DPB11401 with pseudo-sequence HLA-DPA10201-DPB11401. The binding affinity (normalized) is 0.375. (2) The peptide sequence is MTSRFMTDPHAMRDM. The MHC is DRB5_0101 with pseudo-sequence DRB5_0101. The binding affinity (normalized) is 0.225. (3) The peptide sequence is AGGAGGVGAVGGKRG. The MHC is DRB1_0101 with pseudo-sequence DRB1_0101. The binding affinity (normalized) is 0.328. (4) The peptide sequence is KKDNQVAYLIIGILTLV. The MHC is DRB1_0301 with pseudo-sequence DRB1_0301. The binding affinity (normalized) is 0. (5) The peptide sequence is RPLLIEGTASLSPGM. The MHC is DRB1_0301 with pseudo-sequence DRB1_0301. The binding affinity (normalized) is 0.273. (6) The peptide sequence is KMIGGIGGFIKVRQYDQIPI. The MHC is DRB3_0101 with pseudo-sequence DRB3_0101. The binding affinity (normalized) is 0.188.